This data is from Catalyst prediction with 721,799 reactions and 888 catalyst types from USPTO. The task is: Predict which catalyst facilitates the given reaction. (1) Reactant: [CH:1]1([N:4]2[C:13]3[C:8](=[N:9][CH:10]=[C:11]([CH2:14][C:15]4[CH:20]=[CH:19][C:18]([F:21])=[CH:17][CH:16]=4)[CH:12]=3)[C:7]([OH:22])=[C:6]([C:23](OCC)=[O:24])[C:5]2=[O:28])[CH2:3][CH2:2]1.[NH2:29][CH2:30][CH2:31][OH:32]. Product: [CH:1]1([N:4]2[C:13]3[C:8](=[N:9][CH:10]=[C:11]([CH2:14][C:15]4[CH:20]=[CH:19][C:18]([F:21])=[CH:17][CH:16]=4)[CH:12]=3)[C:7]([OH:22])=[C:6]([C:23]([NH:29][CH2:30][CH2:31][OH:32])=[O:24])[C:5]2=[O:28])[CH2:3][CH2:2]1. The catalyst class is: 8. (2) Product: [Cl:1][C:2]1[CH:25]=[C:24]([C:26]2[CH:27]=[N:28][N:29]([CH3:31])[CH:30]=2)[CH:23]=[CH:22][C:3]=1[CH2:4][CH:5]1[CH2:9][CH2:8][N:7]([CH:10]2[CH2:15][CH2:14][C:13]3[C:12](=[CH:17][NH:18][N:33]=3)[CH2:11]2)[C:6]1=[O:21]. The catalyst class is: 5. Reactant: [Cl:1][C:2]1[CH:25]=[C:24]([C:26]2[CH:27]=[N:28][N:29]([CH3:31])[CH:30]=2)[CH:23]=[CH:22][C:3]=1[CH2:4][CH:5]1[CH2:9][CH2:8][N:7]([CH:10]2[CH2:15][CH2:14][C:13](=O)[C:12](=[CH:17][N:18](C)C)[CH2:11]2)[C:6]1=[O:21].O.[NH2:33]N. (3) Reactant: FC(F)(F)C(O)=O.[CH:8]1([CH2:11][N:12]2[C:18](=[O:19])[C@H:17]([NH:20]C(=O)OC(C)(C)C)[CH2:16][S:15][C@@H:14]([C:28]3[CH:33]=[CH:32][CH:31]=[CH:30][CH:29]=3)[CH2:13]2)[CH2:10][CH2:9]1. Product: [NH2:20][C@@H:17]1[CH2:16][S:15][C@@H:14]([C:28]2[CH:33]=[CH:32][CH:31]=[CH:30][CH:29]=2)[CH2:13][N:12]([CH2:11][CH:8]2[CH2:10][CH2:9]2)[C:18]1=[O:19]. The catalyst class is: 4. (4) Reactant: [C:1]1([CH:7]([CH:11]2[CH2:15][CH2:14][CH2:13][CH2:12]2)[C:8](O)=[O:9])[CH:6]=[CH:5][CH:4]=[CH:3][CH:2]=1.CN(C)C=O.C(Cl)(=O)C([Cl:24])=O. Product: [C:1]1([CH:7]([CH:11]2[CH2:15][CH2:14][CH2:13][CH2:12]2)[C:8]([Cl:24])=[O:9])[CH:6]=[CH:5][CH:4]=[CH:3][CH:2]=1. The catalyst class is: 2. (5) The catalyst class is: 322. Reactant: C[O:2][C:3]([CH2:5][CH2:6][CH2:7]CC(Cl)=O)=[O:4].[CH2:12]([N:14](CC)CC)[CH3:13].[Cl:19][C:20]1[CH:21]=[C:22]([CH:27]([OH:36])[C:28]([C:30]2[CH:35]=[CH:34][CH:33]=[CH:32][CH:31]=2)=O)[CH:23]=[CH:24][C:25]=1[Cl:26].C([O-])(=O)C.[NH4+]. Product: [CH3:13][C:12]1[O:36][C:27]([C:22]2[CH:23]=[CH:24][C:25]([Cl:26])=[C:20]([Cl:19])[CH:21]=2)=[C:28]([C:30]2[CH:35]=[CH:34][CH:33]=[CH:32][CH:31]=2)[N:14]=1.[CH3:7][CH2:6][CH2:5][C:3]([OH:4])=[O:2]. (6) Reactant: [NH2:1][CH2:2][C:3]1[C:4]([NH:19][C@H:20]([C:22]2[CH:27]=[CH:26][C:25]([F:28])=[CH:24][CH:23]=2)[CH3:21])=[N:5][C:6]([NH:10][C:11]2[CH:15]=[C:14]([CH:16]3[CH2:18][CH2:17]3)[NH:13][N:12]=2)=[C:7]([F:9])[CH:8]=1.CN(C(ON1N=NC2C=CC=CC1=2)=[N+](C)C)C.F[P-](F)(F)(F)(F)F.[O:53]=[C:54]1[NH:58][C@@H:57]([C:59](O)=[O:60])[CH2:56][CH2:55]1.CCN(C(C)C)C(C)C. Product: [CH:16]1([C:14]2[NH:13][N:12]=[C:11]([NH:10][C:6]3[N:5]=[C:4]([NH:19][C@H:20]([C:22]4[CH:23]=[CH:24][C:25]([F:28])=[CH:26][CH:27]=4)[CH3:21])[C:3]([CH2:2][NH:1][C:59]([C@H:57]4[CH2:56][CH2:55][C:54](=[O:53])[NH:58]4)=[O:60])=[CH:8][C:7]=3[F:9])[CH:15]=2)[CH2:18][CH2:17]1. The catalyst class is: 85. (7) Reactant: Br[C:2]1[CH:3]=[C:4]([C:8]2[CH:13]=[CH:12][CH:11]=[C:10]([C:14]([O:16][CH2:17][CH3:18])=[O:15])[CH:9]=2)[CH:5]=[CH:6][CH:7]=1.CC([O-])=O.[K+].[B:24]1([B:24]2[O:28][C:27]([CH3:30])([CH3:29])[C:26]([CH3:32])([CH3:31])[O:25]2)[O:28][C:27]([CH3:30])([CH3:29])[C:26]([CH3:32])([CH3:31])[O:25]1. Product: [CH3:31][C:26]1([CH3:32])[C:27]([CH3:30])([CH3:29])[O:28][B:24]([C:2]2[CH:3]=[C:4]([C:8]3[CH:13]=[CH:12][CH:11]=[C:10]([C:14]([O:16][CH2:17][CH3:18])=[O:15])[CH:9]=3)[CH:5]=[CH:6][CH:7]=2)[O:25]1. The catalyst class is: 151. (8) Reactant: [Zn:1].[Br:2]CCBr.Br[CH2:7][C:8]([O:10][C:11]([CH3:14])([CH3:13])[CH3:12])=[O:9]. Product: [Br:2][Zn:1][CH2:7][C:8]([O:10][C:11]([CH3:14])([CH3:13])[CH3:12])=[O:9]. The catalyst class is: 1. (9) Reactant: [C:1](Cl)(=[O:3])[CH3:2].[NH2:5][C:6]1[CH:43]=[CH:42][C:9]([CH2:10][N:11]2[CH2:16][CH2:15][N:14]([C:17](=[O:32])[C:18]3[CH:23]=[C:22]([C:24]([F:27])([F:26])[F:25])[CH:21]=[C:20]([C:28]([F:31])([F:30])[F:29])[CH:19]=3)[C@H:13]([CH2:33][C:34]3[CH:39]=[CH:38][C:37]([Cl:40])=[C:36]([Cl:41])[CH:35]=3)[CH2:12]2)=[CH:8][CH:7]=1. Product: [C:1]([NH:5][C:6]1[CH:43]=[CH:42][C:9]([CH2:10][N:11]2[CH2:16][CH2:15][N:14]([C:17](=[O:32])[C:18]3[CH:19]=[C:20]([C:28]([F:31])([F:30])[F:29])[CH:21]=[C:22]([C:24]([F:25])([F:26])[F:27])[CH:23]=3)[C@H:13]([CH2:33][C:34]3[CH:39]=[CH:38][C:37]([Cl:40])=[C:36]([Cl:41])[CH:35]=3)[CH2:12]2)=[CH:8][CH:7]=1)(=[O:3])[CH3:2]. The catalyst class is: 6. (10) The catalyst class is: 4. Reactant: [N:1]1[C:10]2[C:5](=[CH:6][CH:7]=[CH:8][CH:9]=2)[N:4]=[CH:3][C:2]=1[C:11]([OH:13])=O.C1(P(C2C=CC=CC=2)C2C=CC=CC=2)C=CC=CC=1.C1C=C(SSC2N=CC=CC=2)N=CC=1.[NH:47]([C:49]1[C:50]2[N:51]([CH:59]=[CH:60][CH:61]=2)[C:52]2[C:57]([N:58]=1)=[CH:56][CH:55]=[CH:54][CH:53]=2)[NH2:48]. Product: [CH:59]1[N:51]2[C:52]3[C:57]([N:58]=[C:49]([N:47]([C:11]([C:2]4[CH:3]=[N:4][C:5]5[C:10](=[CH:9][CH:8]=[CH:7][CH:6]=5)[N:1]=4)=[O:13])[NH2:48])[C:50]2=[CH:61][CH:60]=1)=[CH:56][CH:55]=[CH:54][CH:53]=3.